From a dataset of Full USPTO retrosynthesis dataset with 1.9M reactions from patents (1976-2016). Predict the reactants needed to synthesize the given product. (1) The reactants are: [CH2:1]([NH:3][C:4]([C:6]1[CH:15]=[CH:14][C:9]2[NH:10][C:11](=S)[O:12][C:8]=2[CH:7]=1)=[O:5])[CH3:2].Cl.Cl.[NH:18]1[CH2:22][CH2:21][C@@H:20]([N:23]2[CH2:28][CH2:27][CH2:26][CH2:25][CH2:24]2)[CH2:19]1. Given the product [CH2:1]([NH:3][C:4]([C:6]1[CH:15]=[CH:14][C:9]2[N:10]=[C:11]([N:18]3[CH2:22][CH2:21][C@@H:20]([N:23]4[CH2:24][CH2:25][CH2:26][CH2:27][CH2:28]4)[CH2:19]3)[O:12][C:8]=2[CH:7]=1)=[O:5])[CH3:2], predict the reactants needed to synthesize it. (2) Given the product [C:38]([O:42][C:19](=[O:28])[NH:16][C:9]1[CH:10]=[C:3]2[C:2](=[O:1])[CH2:7][CH2:6][CH2:5][N:4]2[N:8]=1)([CH3:41])([CH3:40])[CH3:39], predict the reactants needed to synthesize it. The reactants are: [O:1]=[C:2]1[CH2:7][CH2:6][CH2:5][N:4]2[N:8]=[C:9](C(O)=O)[CH:10]=[C:3]12.C([N:16]([CH2:19]C)CC)C.C1(P(N=[N+]=[N-])(C2C=CC=CC=2)=[O:28])C=CC=CC=1.[C:38]([OH:42])([CH3:41])([CH3:40])[CH3:39]. (3) The reactants are: [CH2:1]([N:3]([CH2:32][CH3:33])[CH2:4][CH2:5]/[CH:6]=[CH:7]/[C:8]1[CH:13]=[CH:12][CH:11]=[CH:10][C:9]=1[S:14]([NH:17][C:18]1[CH:27]=[CH:26][C:25]2[CH2:24][CH2:23][CH2:22][CH2:21][C:20]=2[C:19]=1[C:28]([O:30][CH3:31])=[O:29])(=[O:16])=[O:15])[CH3:2]. Given the product [CH2:32]([N:3]([CH2:1][CH3:2])[CH2:4][CH2:5][CH2:6][CH2:7][C:8]1[CH:13]=[CH:12][CH:11]=[CH:10][C:9]=1[S:14]([NH:17][C:18]1[CH:27]=[CH:26][C:25]2[CH2:24][CH2:23][CH2:22][CH2:21][C:20]=2[C:19]=1[C:28]([O:30][CH3:31])=[O:29])(=[O:15])=[O:16])[CH3:33], predict the reactants needed to synthesize it. (4) Given the product [OH:21][CH:19]1[CH2:20][C:10]([C:7]2[CH:6]=[CH:5][C:4]([O:3][C:2]([F:13])([F:14])[F:1])=[CH:9][CH:8]=2)([C:11]#[N:12])[CH2:17]1, predict the reactants needed to synthesize it. The reactants are: [F:1][C:2]([F:14])([F:13])[O:3][C:4]1[CH:9]=[CH:8][C:7]([CH2:10][C:11]#[N:12])=[CH:6][CH:5]=1.C[Li].[CH2:17]([CH:19]1[O:21][CH2:20]1)Br.C[Mg]Br.